This data is from NCI-60 drug combinations with 297,098 pairs across 59 cell lines. The task is: Regression. Given two drug SMILES strings and cell line genomic features, predict the synergy score measuring deviation from expected non-interaction effect. (1) Cell line: UACC62. Synergy scores: CSS=4.92, Synergy_ZIP=-2.65, Synergy_Bliss=-2.37, Synergy_Loewe=-53.4, Synergy_HSA=-3.04. Drug 1: CN(C)C1=NC(=NC(=N1)N(C)C)N(C)C. Drug 2: C1CCC(C(C1)N)N.C(=O)(C(=O)[O-])[O-].[Pt+4]. (2) Drug 1: C1CCC(C1)C(CC#N)N2C=C(C=N2)C3=C4C=CNC4=NC=N3. Drug 2: C1CN1P(=S)(N2CC2)N3CC3. Cell line: HOP-62. Synergy scores: CSS=32.2, Synergy_ZIP=-6.83, Synergy_Bliss=-0.939, Synergy_Loewe=-2.78, Synergy_HSA=-2.45. (3) Synergy scores: CSS=7.82, Synergy_ZIP=-3.63, Synergy_Bliss=-0.835, Synergy_Loewe=-13.3, Synergy_HSA=-1.71. Drug 1: C1C(C(OC1N2C=NC3=C(N=C(N=C32)Cl)N)CO)O. Drug 2: C1=CC=C(C(=C1)C(C2=CC=C(C=C2)Cl)C(Cl)Cl)Cl. Cell line: OVCAR-4. (4) Drug 1: CS(=O)(=O)C1=CC(=C(C=C1)C(=O)NC2=CC(=C(C=C2)Cl)C3=CC=CC=N3)Cl. Drug 2: CNC(=O)C1=NC=CC(=C1)OC2=CC=C(C=C2)NC(=O)NC3=CC(=C(C=C3)Cl)C(F)(F)F. Cell line: NCI-H522. Synergy scores: CSS=19.1, Synergy_ZIP=-9.92, Synergy_Bliss=-4.01, Synergy_Loewe=-10.0, Synergy_HSA=-4.96. (5) Drug 1: CN1C(=O)N2C=NC(=C2N=N1)C(=O)N. Drug 2: CC1=C2C(C(=O)C3(C(CC4C(C3C(C(C2(C)C)(CC1OC(=O)C(C(C5=CC=CC=C5)NC(=O)C6=CC=CC=C6)O)O)OC(=O)C7=CC=CC=C7)(CO4)OC(=O)C)O)C)OC(=O)C. Cell line: HCC-2998. Synergy scores: CSS=6.38, Synergy_ZIP=-0.663, Synergy_Bliss=3.05, Synergy_Loewe=-17.2, Synergy_HSA=2.56. (6) Drug 1: CNC(=O)C1=NC=CC(=C1)OC2=CC=C(C=C2)NC(=O)NC3=CC(=C(C=C3)Cl)C(F)(F)F. Drug 2: COC1=C2C(=CC3=C1OC=C3)C=CC(=O)O2. Cell line: NCI-H322M. Synergy scores: CSS=9.05, Synergy_ZIP=-3.84, Synergy_Bliss=2.24, Synergy_Loewe=3.01, Synergy_HSA=3.24. (7) Drug 1: CC1=C2C(C(=O)C3(C(CC4C(C3C(C(C2(C)C)(CC1OC(=O)C(C(C5=CC=CC=C5)NC(=O)OC(C)(C)C)O)O)OC(=O)C6=CC=CC=C6)(CO4)OC(=O)C)OC)C)OC. Drug 2: C1=CC(=CC=C1CCC2=CNC3=C2C(=O)NC(=N3)N)C(=O)NC(CCC(=O)O)C(=O)O. Cell line: UACC62. Synergy scores: CSS=37.6, Synergy_ZIP=-3.24, Synergy_Bliss=-2.92, Synergy_Loewe=-11.4, Synergy_HSA=0.459. (8) Drug 1: CCN(CC)CCNC(=O)C1=C(NC(=C1C)C=C2C3=C(C=CC(=C3)F)NC2=O)C. Drug 2: C1CNP(=O)(OC1)N(CCCl)CCCl. Cell line: U251. Synergy scores: CSS=-1.99, Synergy_ZIP=-3.19, Synergy_Bliss=-8.84, Synergy_Loewe=-1.01, Synergy_HSA=-6.37.